From a dataset of Reaction yield outcomes from USPTO patents with 853,638 reactions. Predict the reaction yield, written as a fraction of the theoretical maximum amount of product (1.0 means a 100% yield; for example, 0.34 means a 34% yield). (1) The reactants are [NH2:1][C:2]1[CH:3]=[C:4]([C:9]([C:11]2[CH:12]=[N:13][CH:14]=[CH:15][CH:16]=2)=[O:10])[CH:5]=[C:6]([Br:8])[CH:7]=1.N1C=CC=CC=1.[CH3:23][O:24][C:25](Cl)=[O:26]. The catalyst is ClC(Cl)C.ClCCl. The product is [CH3:23][O:24][C:25](=[O:26])[NH:1][C:2]1[CH:3]=[C:4]([C:9]([C:11]2[CH:12]=[N:13][CH:14]=[CH:15][CH:16]=2)=[O:10])[CH:5]=[C:6]([Br:8])[CH:7]=1. The yield is 0.860. (2) The reactants are [O:1]=[C:2]1[C:11]2[C:6](=[CH:7][CH:8]=[CH:9][CH:10]=2)[C:5]([CH:12]2[CH2:22][C:14]3([CH2:17][CH:16]([C:18](OC)=[O:19])[CH2:15]3)[CH2:13]2)=[N:4][NH:3]1.[Li+].[BH4-]. The catalyst is C1COCC1. The product is [OH:19][CH2:18][CH:16]1[CH2:15][C:14]2([CH2:13][CH:12]([C:5]3[C:6]4[C:11](=[CH:10][CH:9]=[CH:8][CH:7]=4)[C:2](=[O:1])[NH:3][N:4]=3)[CH2:22]2)[CH2:17]1. The yield is 0.790. (3) The reactants are C1([Li])C=CC=CC=1.[Br-].[S:9]1[CH:13]=[CH:12][CH:11]=[C:10]1[CH2:14][P+](C1C=CC=CC=1)(C1C=CC=CC=1)C1C=CC=CC=1.[CH3:34][O:35][C:36]1[CH:43]=[C:42]([O:44][CH3:45])[CH:41]=[C:40]([O:46][CH3:47])[C:37]=1[CH:38]=O.C(Cl)(Cl)Cl. The yield is 0.920. The product is [CH3:34][O:35][C:36]1[CH:43]=[C:42]([O:44][CH3:45])[CH:41]=[C:40]([O:46][CH3:47])[C:37]=1[CH:38]=[CH:14][C:10]1[S:9][CH:13]=[CH:12][CH:11]=1. The catalyst is O1CCCC1. (4) The reactants are [F:1][C:2]1[CH:7]=[CH:6][C:5]([N:8]2[C:12]([C:13]3[CH:18]=[CH:17][C:16]([C@:19]4([C:35](=[O:37])[NH2:36])[CH2:23][CH2:22][CH2:21][N:20]4[C:24](=[O:34])[C@@H:25]([NH:29][C:30](=[O:33])[O:31][CH3:32])[CH:26]([CH3:28])[CH3:27])=[CH:15][CH:14]=3)=[CH:11][CH:10]=[C:9]2[C:38]2[CH:43]=[CH:42][C:41]([C@:44]3([C:60](=[O:62])[NH2:61])[CH2:48][CH2:47][CH2:46][N:45]3[C:49](=[O:59])[C@@H:50]([NH:54][C:55](=[O:58])[O:56][CH3:57])[CH:51]([CH3:53])[CH3:52])=[CH:40][CH:39]=2)=[CH:4][CH:3]=1.[Br:63]N1C(=O)CCC1=O. The catalyst is C(Cl)Cl. The product is [Br:63][C:10]1[CH:11]=[C:12]([C:13]2[CH:18]=[CH:17][C:16]([C@:19]3([C:35](=[O:37])[NH2:36])[CH2:23][CH2:22][CH2:21][N:20]3[C:24](=[O:34])[C@@H:25]([NH:29][C:30](=[O:33])[O:31][CH3:32])[CH:26]([CH3:28])[CH3:27])=[CH:15][CH:14]=2)[N:8]([C:5]2[CH:6]=[CH:7][C:2]([F:1])=[CH:3][CH:4]=2)[C:9]=1[C:38]1[CH:39]=[CH:40][C:41]([C@:44]2([C:60](=[O:62])[NH2:61])[CH2:48][CH2:47][CH2:46][N:45]2[C:49](=[O:59])[C@@H:50]([NH:54][C:55](=[O:58])[O:56][CH3:57])[CH:51]([CH3:52])[CH3:53])=[CH:42][CH:43]=1. The yield is 0.170. (5) The reactants are C([Si](C)(C)[O:6][CH:7]1[CH2:12][CH2:11][C:10](=[CH2:13])[CH2:9][CH2:8]1)(C)(C)C.C(=O)([O-])[O-].[K+].[K+].C(OC([N:29](C(OC(C)(C)C)=O)[C:30]1[N:39]=[C:33]2[CH:34]=[CH:35][CH:36]=[C:37](Br)[N:32]2[N:31]=1)=O)(C)(C)C.[F:47][C:48]([F:53])([F:52])[C:49](O)=[O:50]. The catalyst is CN(C)C=O.ClCCl. The product is [F:47][C:48]([F:53])([F:52])[C:49]([O:6][CH:7]1[CH2:8][CH2:9][CH:10]([CH2:13][C:37]2[N:32]3[N:31]=[C:30]([NH2:29])[N:39]=[C:33]3[CH:34]=[CH:35][CH:36]=2)[CH2:11][CH2:12]1)=[O:50]. The yield is 0.272. (6) The reactants are [ClH:1].N1CCCCC1CCCC(OC)=O.C([O-])([O-])=O.[K+].[K+].F[C:22](F)(F)[C:23]1[CH:28]=[CH:27][CH:26]=[CH:25][C:24]=1[S:29]([Cl:32])(=[O:31])=[O:30]. The catalyst is CC(C)=O. The product is [Cl:1][C:25]1[CH:26]=[CH:27][CH:28]=[C:23]([CH3:22])[C:24]=1[S:29]([Cl:32])(=[O:31])=[O:30]. The yield is 0.750. (7) The reactants are [CH:1]1([CH2:4][O:5][C:6]2[CH:11]=[CH:10][C:9]([S:12]([CH3:15])(=[O:14])=[O:13])=[CH:8][C:7]=2B2OC(C)(C)C(C)(C)O2)[CH2:3][CH2:2]1.Br[C:26]1[C:27]2[CH:36]=[CH:35][O:34][C:28]=2[C:29](=[O:33])[N:30]([CH3:32])[CH:31]=1.[O-]P([O-])([O-])=O.[K+].[K+].[K+]. The catalyst is O1CCOCC1.O.C1C=CC(P(C2C=CC=CC=2)[C-]2C=CC=C2)=CC=1.C1C=CC(P(C2C=CC=CC=2)[C-]2C=CC=C2)=CC=1.Cl[Pd]Cl.[Fe+2]. The product is [CH:1]1([CH2:4][O:5][C:6]2[CH:11]=[CH:10][C:9]([S:12]([CH3:15])(=[O:13])=[O:14])=[CH:8][C:7]=2[C:26]2[C:27]3[CH:36]=[CH:35][O:34][C:28]=3[C:29](=[O:33])[N:30]([CH3:32])[CH:31]=2)[CH2:2][CH2:3]1. The yield is 0.490.